Dataset: Forward reaction prediction with 1.9M reactions from USPTO patents (1976-2016). Task: Predict the product of the given reaction. Given the reactants Br[C:2]1[S:3][C:4]([Br:8])=[CH:5][C:6]=1[Br:7].CCCCCC.[Li]CCCC.[CH3:20][C:21]([CH3:23])=[O:22], predict the reaction product. The product is: [Br:7][C:6]1[CH:5]=[C:4]([Br:8])[S:3][C:2]=1[C:21]([OH:22])([CH3:23])[CH3:20].